This data is from Forward reaction prediction with 1.9M reactions from USPTO patents (1976-2016). The task is: Predict the product of the given reaction. (1) Given the reactants [C:1]1([S:7]([N:10]2[C:14]3=[N:15][CH:16]=[C:17]([N+:29]([O-])=O)[C:18]([NH:19][C@H:20]4[CH2:25][CH2:24][C@H:23]([CH2:26][O:27][CH3:28])[CH2:22][CH2:21]4)=[C:13]3[CH:12]=[CH:11]2)(=[O:9])=[O:8])[CH:6]=[CH:5][CH:4]=[CH:3][CH:2]=1, predict the reaction product. The product is: [C:1]1([S:7]([N:10]2[C:14]3=[N:15][CH:16]=[C:17]([NH2:29])[C:18]([NH:19][C@H:20]4[CH2:21][CH2:22][C@H:23]([CH2:26][O:27][CH3:28])[CH2:24][CH2:25]4)=[C:13]3[CH:12]=[CH:11]2)(=[O:8])=[O:9])[CH:2]=[CH:3][CH:4]=[CH:5][CH:6]=1. (2) Given the reactants [CH3:1][NH:2][CH2:3][CH:4]([OH:11])[C:5]1[CH:10]=[CH:9][CH:8]=[CH:7][CH:6]=1.C(O)(=O)C.[Br:16][C:17]1[N:22]=[CH:21][C:20]([CH:23]=O)=[CH:19][CH:18]=1.C(O[BH-](OC(=O)C)OC(=O)C)(=O)C.[Na+], predict the reaction product. The product is: [Br:16][C:17]1[N:22]=[CH:21][C:20]([CH2:23][N:2]([CH3:1])[CH2:3][CH:4]([C:5]2[CH:10]=[CH:9][CH:8]=[CH:7][CH:6]=2)[OH:11])=[CH:19][CH:18]=1.